From a dataset of TCR-epitope binding with 47,182 pairs between 192 epitopes and 23,139 TCRs. Binary Classification. Given a T-cell receptor sequence (or CDR3 region) and an epitope sequence, predict whether binding occurs between them. (1) Result: 0 (the TCR does not bind to the epitope). The TCR CDR3 sequence is CASSVLGSLGTEAFF. The epitope is GTITSGWTF. (2) The epitope is QARQMVQAMRTIGTHP. The TCR CDR3 sequence is CSARDLAPSSYNSPLHF. Result: 1 (the TCR binds to the epitope). (3) The epitope is IPSINVHHY. The TCR CDR3 sequence is CASSLGWGASTGELFF. Result: 0 (the TCR does not bind to the epitope). (4) The epitope is TPRVTGGGAM. The TCR CDR3 sequence is CAISATGGDYGYTF. Result: 1 (the TCR binds to the epitope). (5) The epitope is FLNGSCGSV. The TCR CDR3 sequence is CATSDRGYEQYF. Result: 1 (the TCR binds to the epitope). (6) The epitope is RLDKVEAEV. The TCR CDR3 sequence is CASSSHDRAGINSPLHF. Result: 0 (the TCR does not bind to the epitope).